Dataset: Forward reaction prediction with 1.9M reactions from USPTO patents (1976-2016). Task: Predict the product of the given reaction. (1) Given the reactants [Cl:1][C:2]1[CH:3]=[CH:4][CH:5]=[C:6]2[C:10]=1[N:9]([CH2:11][CH2:12][CH3:13])[N:8]=[C:7]2[C:14]1[CH:19]=[CH:18][C:17]([OH:20])=[CH:16][CH:15]=1.C(N(CC)C(C)C)(C)C.[C:30](Cl)(=[O:33])[CH2:31][CH3:32].O, predict the reaction product. The product is: [C:30]([O:20][C:17]1[CH:16]=[CH:15][C:14]([C:7]2[C:6]3[C:10](=[C:2]([Cl:1])[CH:3]=[CH:4][CH:5]=3)[N:9]([CH2:11][CH2:12][CH3:13])[N:8]=2)=[CH:19][CH:18]=1)(=[O:33])[CH2:31][CH3:32]. (2) Given the reactants C[O:2][C:3]([C:5]1[CH:9]=[C:8]([C:10]2[CH:15]=[CH:14][C:13]([NH:16][C:17](=[O:31])[CH2:18][C:19]3[CH:24]=[C:23]([O:25][CH3:26])[C:22]([O:27][CH3:28])=[C:21]([O:29][CH3:30])[CH:20]=3)=[CH:12][C:11]=2[N+:32]([O-:34])=[O:33])[O:7][C:6]=1[CH3:35])=[O:4].[Li+].[OH-].Cl, predict the reaction product. The product is: [CH3:35][C:6]1[O:7][C:8]([C:10]2[CH:15]=[CH:14][C:13]([NH:16][C:17](=[O:31])[CH2:18][C:19]3[CH:24]=[C:23]([O:25][CH3:26])[C:22]([O:27][CH3:28])=[C:21]([O:29][CH3:30])[CH:20]=3)=[CH:12][C:11]=2[N+:32]([O-:34])=[O:33])=[CH:9][C:5]=1[C:3]([OH:4])=[O:2]. (3) Given the reactants [F:1][C:2]([F:20])([F:19])[C:3]1[O:7][C:6]([C:8]2[CH:9]=[C:10]3[C:15](=[CH:16][CH:17]=2)[N:14]=[CH:13][NH:12][C:11]3=O)=[N:5][N:4]=1.P(Cl)(Cl)([Cl:23])=O, predict the reaction product. The product is: [Cl:23][C:11]1[C:10]2[C:15](=[CH:16][CH:17]=[C:8]([C:6]3[O:7][C:3]([C:2]([F:20])([F:19])[F:1])=[N:4][N:5]=3)[CH:9]=2)[N:14]=[CH:13][N:12]=1. (4) Given the reactants [Cl:1][C:2]1[C:3]([C:26]2[N:30]3[CH:31]=[CH:32][CH:33]=[C:34]([F:35])[C:29]3=[N:28][CH:27]=2)=[N:4][C:5]([NH:8][C:9]2[CH:14]=[CH:13][C:12]([N:15]3[CH2:20][CH2:19][CH:18]([C:21](O)=[O:22])[CH2:17][CH2:16]3)=[CH:11][C:10]=2[O:24][CH3:25])=[N:6][CH:7]=1.[CH3:36][N:37](C(ON1N=NC2C=CC=NC1=2)=[N+](C)C)C.F[P-](F)(F)(F)(F)F.C(N(C(C)C)C(C)C)C.Cl.CN, predict the reaction product. The product is: [Cl:1][C:2]1[C:3]([C:26]2[N:30]3[CH:31]=[CH:32][CH:33]=[C:34]([F:35])[C:29]3=[N:28][CH:27]=2)=[N:4][C:5]([NH:8][C:9]2[CH:14]=[CH:13][C:12]([N:15]3[CH2:20][CH2:19][CH:18]([C:21]([NH:37][CH3:36])=[O:22])[CH2:17][CH2:16]3)=[CH:11][C:10]=2[O:24][CH3:25])=[N:6][CH:7]=1.